This data is from Forward reaction prediction with 1.9M reactions from USPTO patents (1976-2016). The task is: Predict the product of the given reaction. (1) Given the reactants Br[C:2]1[N:6]=[CH:5][N:4]([C:7]2[CH:12]=[CH:11][C:10]([O:13][C:14]([F:17])([F:16])[F:15])=[CH:9][CH:8]=2)[N:3]=1.CC1(C)C(C)(C)OB([C:26]2[CH:43]=[CH:42][C:29]([CH2:30][NH:31][C:32](=[O:41])[O:33][CH2:34][C:35]3[CH:40]=[CH:39][CH:38]=[CH:37][CH:36]=3)=[CH:28][CH:27]=2)O1.P([O-])([O-])([O-])=O.[K+].[K+].[K+], predict the reaction product. The product is: [F:15][C:14]([F:17])([F:16])[O:13][C:10]1[CH:11]=[CH:12][C:7]([N:4]2[CH:5]=[N:6][C:2]([C:26]3[CH:43]=[CH:42][C:29]([CH2:30][NH:31][C:32](=[O:41])[O:33][CH2:34][C:35]4[CH:36]=[CH:37][CH:38]=[CH:39][CH:40]=4)=[CH:28][CH:27]=3)=[N:3]2)=[CH:8][CH:9]=1. (2) Given the reactants Cl[C:2]1[C:3]2[CH:11]=[CH:10][NH:9][C:4]=2[N:5]=[C:6]([NH2:8])[N:7]=1.[CH3:12][Al](C)C, predict the reaction product. The product is: [CH3:12][C:2]1[C:3]2[CH:11]=[CH:10][NH:9][C:4]=2[N:5]=[C:6]([NH2:8])[N:7]=1. (3) Given the reactants [Cl:1][CH2:2][CH2:3][CH2:4][CH:5]1[S:10][C:9]2[CH:11]=[CH:12][CH:13]=[CH:14][C:8]=2[NH:7][S:6]1(=[O:16])=[O:15].[CH3:17][O:18][C:19]1[CH:20]=[C:21](B(O)O)[CH:22]=[CH:23][CH:24]=1, predict the reaction product. The product is: [Cl:1][CH2:2][CH2:3][CH2:4][CH:5]1[S:10][C:9]2[CH:11]=[CH:12][CH:13]=[CH:14][C:8]=2[N:7]([C:23]2[CH:22]=[CH:21][CH:20]=[C:19]([O:18][CH3:17])[CH:24]=2)[S:6]1(=[O:15])=[O:16]. (4) Given the reactants Cl.[CH3:2][NH:3][C:4]1([C:14]2[S:15][CH:16]=[CH:17][CH:18]=2)[CH2:13][CH2:12][C:7]2(OCC[O:8]2)[CH2:6][CH2:5]1, predict the reaction product. The product is: [CH3:2][NH:3][C:4]1([C:14]2[S:15][CH:16]=[CH:17][CH:18]=2)[CH2:13][CH2:12][C:7](=[O:8])[CH2:6][CH2:5]1. (5) Given the reactants Cl[C:2]1[CH:3]=[CH:4][C:5]2[N:6]([CH:8]=[CH:9][N:10]=2)[N:7]=1.[SH:11][C:12]1[CH:21]=[CH:20][CH:19]=[CH:18][C:13]=1[C:14]([O:16][CH3:17])=[O:15].C(=O)([O-])[O-].[K+].[K+], predict the reaction product. The product is: [N:10]1[CH:9]=[CH:8][N:6]2[C:5]=1[CH:4]=[CH:3][C:2]([S:11][C:12]1[CH:21]=[CH:20][CH:19]=[CH:18][C:13]=1[C:14]([O:16][CH3:17])=[O:15])=[N:7]2. (6) The product is: [Cl:1][C:2]1[CH:3]=[C:4]([N:23]([C@H:26]2[CH2:31][CH2:30][C@H:29]([N:32]([CH3:33])[CH3:34])[CH2:28][CH2:27]2)[CH2:24][CH3:25])[C:5]([CH3:22])=[C:6]([CH:21]=1)[C:7]([NH:9][CH2:10][C:11]1[C:12](=[O:19])[NH:13][N:14]([CH2:17][CH3:18])[C:15]=1[CH3:16])=[O:8]. Given the reactants [Cl:1][C:2]1[CH:3]=[C:4]([N:23]([C@H:26]2[CH2:31][CH2:30][C@H:29]([N:32]([CH3:34])[CH3:33])[CH2:28][CH2:27]2)[CH2:24][CH3:25])[C:5]([CH3:22])=[C:6]([CH:21]=1)[C:7]([NH:9][CH2:10][C:11]1[C:12]([O:19]C)=[N:13][N:14]([CH2:17][CH3:18])[C:15]=1[CH3:16])=[O:8].B(Br)(Br)Br.C(=O)(O)[O-].[Na+], predict the reaction product.